Dataset: Peptide-MHC class I binding affinity with 185,985 pairs from IEDB/IMGT. Task: Regression. Given a peptide amino acid sequence and an MHC pseudo amino acid sequence, predict their binding affinity value. This is MHC class I binding data. The peptide sequence is YQSMIRPPY. The MHC is HLA-A31:01 with pseudo-sequence HLA-A31:01. The binding affinity (normalized) is 0.0847.